From a dataset of M1 muscarinic receptor antagonist screen with 61,756 compounds. Binary Classification. Given a drug SMILES string, predict its activity (active/inactive) in a high-throughput screening assay against a specified biological target. (1) The drug is S(=O)(=O)(N1CCN(CC1)c1c(ccc(c1)C)C)c1ccc(NC(=O)C)cc1. The result is 0 (inactive). (2) The compound is O1c2c(OC1)ccc(NC(=O)c1oc(cc1)C)c2. The result is 0 (inactive). (3) The compound is FC(F)(F)C(O)(c1cc(OC)c(NC(=O)c2occc2)cc1)C(OCC)=O. The result is 0 (inactive). (4) The drug is OC1(CCN(CC1)C(OCC)=O)c1c(cc(c(c1)C)C)C. The result is 0 (inactive). (5) The compound is s1c2c(c3c(=O)n(C4CCCCC4)c(SC)nc13)CCN(C2)C. The result is 1 (active). (6) The compound is S(=O)(=O)(NCc1ccncc1)c1c(ccc2nsnc12)C. The result is 0 (inactive). (7) The drug is Oc1c(CN2CCCCC2)cc(c2c1nccc2)COCc1ccccc1. The result is 1 (active). (8) The result is 0 (inactive). The molecule is S1(=O)(=O)CC(NC(=O)N(C(C2CC2)C)c2ccccc2)CC1. (9) The drug is S(c1[nH]c(COC)cc(=O)n1)CC(=O)Nc1ccccc1. The result is 0 (inactive).